Dataset: Forward reaction prediction with 1.9M reactions from USPTO patents (1976-2016). Task: Predict the product of the given reaction. (1) Given the reactants [CH3:1][N:2]1[CH2:8][CH2:7][CH2:6][CH2:5][C:4]2[CH:9]=[C:10]([NH2:13])[CH:11]=[CH:12][C:3]1=2.Cl[C:15]1[N:20]=[C:19]([NH:21][C:22]2[CH:31]=[CH:30][CH:29]=[CH:28][C:23]=2[C:24]([NH:26][CH3:27])=[O:25])[C:18]([Cl:32])=[CH:17][N:16]=1.C(=O)([O-])[O-], predict the reaction product. The product is: [Cl:32][C:18]1[C:19]([NH:21][C:22]2[CH:31]=[CH:30][CH:29]=[CH:28][C:23]=2[C:24]([NH:26][CH3:27])=[O:25])=[N:20][C:15]([NH:13][C:10]2[CH:11]=[CH:12][C:3]3[N:2]([CH3:1])[CH2:8][CH2:7][CH2:6][CH2:5][C:4]=3[CH:9]=2)=[N:16][CH:17]=1. (2) Given the reactants [H-].[Na+].[CH3:3][O:4][C:5](=[O:8])OC.[F:9][C:10]1[CH:11]=[C:12]2[C:16](=[CH:17][CH:18]=1)[C:15](=O)[CH2:14][CH2:13]2.Cl, predict the reaction product. The product is: [CH3:3][O:4][C:5]([CH:14]1[CH2:13][C:12]2[C:16](=[CH:17][CH:18]=[C:10]([F:9])[CH:11]=2)[CH2:15]1)=[O:8].